Dataset: Full USPTO retrosynthesis dataset with 1.9M reactions from patents (1976-2016). Task: Predict the reactants needed to synthesize the given product. (1) Given the product [CH3:21][N:22]1[CH:26]=[CH:25][N:24]=[C:23]1[CH2:27][NH:20][C:15]1[CH:16]=[CH:17][CH:18]=[CH:19][C:14]=1[N:11]1[CH2:10][CH2:9][NH:8][CH2:13][CH2:12]1, predict the reactants needed to synthesize it. The reactants are: C([N:8]1[CH2:13][CH2:12][N:11]([C:14]2[CH:19]=[CH:18][CH:17]=[CH:16][C:15]=2[NH2:20])[CH2:10][CH2:9]1)(OC(C)(C)C)=O.[CH3:21][N:22]1[CH:26]=[CH:25][N:24]=[C:23]1[CH:27]=O.[BH4-].[Na+]. (2) Given the product [CH2:30]([N:37]1[CH2:42][CH2:41][C:40]([C:29]2[C:20]([Cl:19])=[N:21][C:22]3[C:27]([CH:28]=2)=[CH:26][CH:25]=[CH:24][CH:23]=3)([OH:43])[CH2:39][CH2:38]1)[C:31]1[CH:32]=[CH:33][CH:34]=[CH:35][CH:36]=1, predict the reactants needed to synthesize it. The reactants are: C([Li])CCC.CCCCCC.C(NC(C)C)(C)C.[Cl:19][C:20]1[CH:29]=[CH:28][C:27]2[C:22](=[CH:23][CH:24]=[CH:25][CH:26]=2)[N:21]=1.[CH2:30]([N:37]1[CH2:42][CH2:41][C:40](=[O:43])[CH2:39][CH2:38]1)[C:31]1[CH:36]=[CH:35][CH:34]=[CH:33][CH:32]=1. (3) Given the product [CH2:4]([N:6]([CH2:7][CH3:8])[C:33]([C:29]1[CH:30]=[CH:31][C:32]2[CH:19]([CH:16]3[CH2:17][CH2:18][NH:13][CH2:14][CH2:15]3)[C:20]3[C:25]([O:26][C:27]=2[CH:28]=1)=[CH:24][CH:23]=[CH:22][CH:21]=3)=[NH:34])[CH3:5], predict the reactants needed to synthesize it. The reactants are: C[Mg]Br.[CH2:4]([NH:6][CH2:7][CH3:8])[CH3:5].FC(F)(F)C([N:13]1[CH2:18][CH2:17][CH:16]([CH:19]2[C:32]3[CH:31]=[CH:30][C:29]([C:33]#[N:34])=[CH:28][C:27]=3[O:26][C:25]3[C:20]2=[CH:21][CH:22]=[CH:23][CH:24]=3)[CH2:15][CH2:14]1)=O.O.